From a dataset of Forward reaction prediction with 1.9M reactions from USPTO patents (1976-2016). Predict the product of the given reaction. (1) Given the reactants [CH2:1]([O:8][C:9]([NH:11][C:12]1[CH:13]=[C:14]([S:19]([NH2:22])(=[O:21])=[O:20])[CH:15]=[CH:16][C:17]=1[Cl:18])=[O:10])[C:2]1[CH:7]=[CH:6][CH:5]=[CH:4][CH:3]=1.[Cl:23][C:24]1[CH:25]=[C:26]([NH:40][C:41](OC2C=CC=CC=2)=[O:42])[C:27](=[CH:38][CH:39]=1)[C:28]([O:30][CH2:31][C:32]1[CH:37]=[CH:36][CH:35]=[CH:34][CH:33]=1)=[O:29], predict the reaction product. The product is: [CH2:1]([O:8][C:9]([NH:11][C:12]1[CH:13]=[C:14]([S:19]([NH:22][C:41]([NH:40][C:26]2[CH:25]=[C:24]([Cl:23])[CH:39]=[CH:38][C:27]=2[C:28]([O:30][CH2:31][C:32]2[CH:37]=[CH:36][CH:35]=[CH:34][CH:33]=2)=[O:29])=[O:42])(=[O:21])=[O:20])[CH:15]=[CH:16][C:17]=1[Cl:18])=[O:10])[C:2]1[CH:3]=[CH:4][CH:5]=[CH:6][CH:7]=1. (2) Given the reactants [CH3:1][C:2]1[C:3]([O:20][CH2:21][C:22]([F:25])([F:24])[F:23])=[CH:4][CH:5]=[N:6][C:7]=1[CH2:8][S+:9]([O-:19])[C:10]1[NH:11][C:12]2[CH:13]=[CH:14][CH:15]=[CH:16][C:17]=2[N:18]=1.CCCCCC.C(N(CC)CC)C.CCCCCC.CC(O)C, predict the reaction product. The product is: [CH3:1][C:2]1[C:7]([CH2:8][S@:9]([C:10]2[NH:11][C:12]3[CH:13]=[CH:14][CH:15]=[CH:16][C:17]=3[N:18]=2)=[O:19])=[N:6][CH:5]=[CH:4][C:3]=1[O:20][CH2:21][C:22]([F:25])([F:23])[F:24]. (3) Given the reactants Cl.[N:2]1[CH:7]=[CH:6][CH:5]=[C:4]([CH2:8][C:9]([OH:11])=O)[CH:3]=1.C(OC(=O)C)(=O)C.[NH:19]1[C:27]2[C:22](=[CH:23][CH:24]=[CH:25][CH:26]=2)[CH:21]=[CH:20]1.C(=O)(O)[O-].[Na+], predict the reaction product. The product is: [NH:19]1[C:27]2[C:22](=[CH:23][CH:24]=[CH:25][CH:26]=2)[C:21]([C:9](=[O:11])[CH2:8][C:4]2[CH:3]=[N:2][CH:7]=[CH:6][CH:5]=2)=[CH:20]1. (4) Given the reactants [OH:1][C:2]1[CH:7]=[CH:6][C:5]([C:8]2[CH:9]=[C:10]([C:15]3[CH:23]=[CH:22]C(C(O)=O)=[CH:17][CH:16]=3)[NH:11][C:12](=[O:14])[N:13]=2)=[CH:4][C:3]=1[CH3:24].[CH3:25][N:26]([CH3:32])[CH2:27][CH2:28][NH:29][CH2:30][CH3:31].[OH:33]N1C2C=CC=CC=2N=N1.CCN=C=NC[CH2:49][CH2:50][N+](C)(C)C.[I-], predict the reaction product. The product is: [CH3:25][N:26]([CH3:32])[CH2:27][CH2:28][N:29]([CH2:49][CH3:50])[C:30](=[O:33])[C:31]1[CH:22]=[CH:23][C:15]([C:10]2[NH:11][C:12](=[O:14])[N:13]=[C:8]([C:5]3[CH:6]=[CH:7][C:2]([OH:1])=[C:3]([CH3:24])[CH:4]=3)[CH:9]=2)=[CH:16][CH:17]=1. (5) Given the reactants [C:1](N1C=CN=C1)([N:3]1C=CN=C1)=O.[NH2:13][C:14]1[C:22]([O:23]C)=[C:21]([Cl:25])[C:20]([Br:26])=[CH:19][C:15]=1[C:16](O)=[O:17].N.C(OCC)(OCC)OCC.B(Br)(Br)Br, predict the reaction product. The product is: [Br:26][C:20]1[CH:19]=[C:15]2[C:14](=[C:22]([OH:23])[C:21]=1[Cl:25])[N:13]=[CH:1][NH:3][C:16]2=[O:17].